Predict the product of the given reaction. From a dataset of Forward reaction prediction with 1.9M reactions from USPTO patents (1976-2016). (1) Given the reactants F[C:2]1[CH:9]=[CH:8][C:7]([O:10][CH3:11])=[CH:6][C:3]=1[CH:4]=[O:5].[Cl:12][C:13]1[CH:14]=[N:15][NH:16][CH:17]=1.C([O-])([O-])=O.[K+].[K+], predict the reaction product. The product is: [Cl:12][C:13]1[CH:14]=[N:15][N:16]([C:2]2[CH:9]=[CH:8][C:7]([O:10][CH3:11])=[CH:6][C:3]=2[CH:4]=[O:5])[CH:17]=1. (2) Given the reactants I[C:2]1[CH:20]=[CH:19][C:5]2[O:6][CH2:7][C:8]([F:18])([F:17])[C:9]3[N:10]([N:11]=[C:12]([C:14]([NH2:16])=[O:15])[CH:13]=3)[C:4]=2[CH:3]=1.[C:21]([C@:23]1([OH:29])[CH2:27][CH2:26][NH:25][C:24]1=[O:28])#[CH:22], predict the reaction product. The product is: [F:17][C:8]1([F:18])[CH2:7][O:6][C:5]2[CH:19]=[CH:20][C:2]([C:22]#[C:21][C@:23]3([OH:29])[CH2:27][CH2:26][NH:25][C:24]3=[O:28])=[CH:3][C:4]=2[N:10]2[N:11]=[C:12]([C:14]([NH2:16])=[O:15])[CH:13]=[C:9]12.